The task is: Predict the product of the given reaction.. This data is from Forward reaction prediction with 1.9M reactions from USPTO patents (1976-2016). (1) Given the reactants [NH2:1][C:2]1[NH:3][C:4](=[O:12])[C:5]2[CH:10]=[CH:9][N:8]([CH3:11])[C:6]=2[N:7]=1.[C:13](Cl)(=[O:18])[C:14]([CH3:17])([CH3:16])[CH3:15], predict the reaction product. The product is: [CH3:15][C:14]([CH3:17])([CH3:16])[C:13]([NH:1][C:2]1[NH:3][C:4](=[O:12])[C:5]2[CH:10]=[CH:9][N:8]([CH3:11])[C:6]=2[N:7]=1)=[O:18]. (2) Given the reactants C([C@@H]1COC(=O)N1[C:14](=O)[C@@H:15]([CH:31]([CH3:33])[CH3:32])[CH2:16][C:17]1[CH:22]=[CH:21][C:20]([O:23][CH3:24])=[C:19]([O:25][CH2:26][CH2:27][CH2:28][O:29][CH3:30])[CH:18]=1)C1C=CC=CC=1.C[Si](C)(C)[N-:37][Si](C)(C)C.[Li+].C([C@@H:52]1[CH2:56]OC(=O)[N:53]1[C:58](=[O:63])[CH2:59][CH:60]([CH3:62])[CH3:61])C1C=CC=CC=1.C[O:65][C:66]1[CH:73]=CC(CBr)=C[C:67]=1OCCCOC.[Cl-:80].[NH4+:81].[O:82]1[CH2:86][CH2:85][CH2:84][CH2:83]1, predict the reaction product. The product is: [ClH:80].[ClH:80].[O:82]1[CH2:86][CH2:85][N:81]([CH2:56][CH2:52][NH:53][C:58](=[O:63])[C@H:59]([CH:60]([CH3:61])[CH3:62])[CH2:67][C@H:66]([OH:65])[C@@H:73]([NH2:37])[CH2:14][C@@H:15]([CH:31]([CH3:32])[CH3:33])[CH2:16][C:17]2[CH:22]=[CH:21][C:20]([O:23][CH3:24])=[C:19]([O:25][CH2:26][CH2:27][CH2:28][O:29][CH3:30])[CH:18]=2)[CH2:84][CH2:83]1. (3) Given the reactants Cl[C:2]1[C:7]2[CH2:8][N:9]([CH:12]([C:14]3[CH:15]=[N:16][C:17]([O:21][CH2:22][C:23]([F:28])([F:27])[CH:24]([F:26])[F:25])=[C:18]([CH3:20])[CH:19]=3)[CH3:13])[C:10](=[O:11])[C:6]=2[CH:5]=[CH:4][N:3]=1.[CH:29]([O:31][C:32]1[CH:37]=[CH:36][CH:35]=[CH:34][CH:33]=1)=[O:30], predict the reaction product. The product is: [CH3:20][C:18]1[CH:19]=[C:14]([CH:12]([N:9]2[C:10](=[O:11])[C:6]3[CH:5]=[CH:4][N:3]=[C:2]([C:29]([O:31][C:32]4[CH:37]=[CH:36][CH:35]=[CH:34][CH:33]=4)=[O:30])[C:7]=3[CH2:8]2)[CH3:13])[CH:15]=[N:16][C:17]=1[O:21][CH2:22][C:23]([F:28])([F:27])[CH:24]([F:26])[F:25]. (4) Given the reactants Br[C:2]1(Br)[C:10]2[C:9]([Cl:11])=[N:8][CH:7]=[N:6][C:5]=2[NH:4][C:3]1=[O:12].[Cl-].[NH4+].CO.C(Cl)Cl, predict the reaction product. The product is: [Cl:11][C:9]1[C:10]2[CH2:2][C:3](=[O:12])[NH:4][C:5]=2[N:6]=[CH:7][N:8]=1. (5) Given the reactants [O:1]1[CH2:4][CH:3]([N:5]2[CH2:10][CH2:9][NH:8][CH2:7][CH2:6]2)[CH2:2]1.C(=O)([O-])[O-].[K+].[K+].[F:17][C:18]1[CH:19]=[C:20]([N+:26]([O-:28])=[O:27])[CH:21]=[C:22]([F:25])[C:23]=1F, predict the reaction product. The product is: [F:17][C:18]1[CH:19]=[C:20]([N+:26]([O-:28])=[O:27])[CH:21]=[C:22]([F:25])[C:23]=1[N:8]1[CH2:9][CH2:10][N:5]([CH:3]2[CH2:4][O:1][CH2:2]2)[CH2:6][CH2:7]1. (6) The product is: [Cl:23][C:20]1[CH:21]=[CH:22][C:17]([C:13]2[S:12][C:11]([NH:10][C:9]([NH:8][C@H:7]([C:29]([O:31][CH:32]3[CH2:33][CH2:34][CH2:35][CH2:36]3)=[O:30])[CH2:6][OH:5])=[O:28])=[N:15][C:14]=2[CH3:16])=[CH:18][C:19]=1[S:24]([CH3:27])(=[O:25])=[O:26]. Given the reactants C([O:5][CH2:6][C@@H:7]([C:29]([O:31][CH:32]1[CH2:36][CH2:35][CH2:34][CH2:33]1)=[O:30])[NH:8][C:9](=[O:28])[NH:10][C:11]1[S:12][C:13]([C:17]2[CH:22]=[CH:21][C:20]([Cl:23])=[C:19]([S:24]([CH3:27])(=[O:26])=[O:25])[CH:18]=2)=[C:14]([CH3:16])[N:15]=1)(C)(C)C.Cl, predict the reaction product.